This data is from Forward reaction prediction with 1.9M reactions from USPTO patents (1976-2016). The task is: Predict the product of the given reaction. (1) Given the reactants [CH:1]1([N:4]2[CH2:9][CH2:8][CH:7]([C:10]([NH:12][OH:13])=[NH:11])[CH2:6][CH2:5]2)[CH2:3][CH2:2]1.[C:14]([C:22]1[CH:30]=[CH:29][C:25]([C:26](Cl)=O)=[CH:24][CH:23]=1)(=[O:21])[C:15]1[CH:20]=[CH:19][CH:18]=[CH:17][CH:16]=1, predict the reaction product. The product is: [CH:1]1([N:4]2[CH2:9][CH2:8][CH:7]([C:10]3[N:11]=[C:26]([C:25]4[CH:29]=[CH:30][C:22]([C:14]([C:15]5[CH:20]=[CH:19][CH:18]=[CH:17][CH:16]=5)=[O:21])=[CH:23][CH:24]=4)[O:13][N:12]=3)[CH2:6][CH2:5]2)[CH2:2][CH2:3]1. (2) Given the reactants [CH3:1][O:2][C:3]([C:5]1[S:6][C:7]([C:19]#[C:20][C:21]([CH3:24])([CH3:23])[CH3:22])=[CH:8][C:9]=1[N:10](C(OC(C)(C)C)=O)[NH2:11])=[O:4].[F:25][C:26]([F:37])([F:36])[C:27](O[C:27](=[O:28])[C:26]([F:37])([F:36])[F:25])=[O:28].C(O)(C(F)(F)F)=O, predict the reaction product. The product is: [CH3:1][O:2][C:3]([C:5]1[S:6][C:7]([C:19]#[C:20][C:21]([CH3:22])([CH3:23])[CH3:24])=[CH:8][C:9]=1[NH:10][NH:11][C:27](=[O:28])[C:26]([F:37])([F:36])[F:25])=[O:4]. (3) Given the reactants Br.Br[CH2:3][C:4](=O)[CH2:5][C:6]1[CH:11]=[CH:10][N:9]=[CH:8][CH:7]=1.[Br:13][C:14]1[C:15]([C:26](=[S:28])[NH2:27])=[CH:16][C:17]([NH:20][C:21]([NH:23][CH2:24][CH3:25])=[O:22])=[N:18][CH:19]=1, predict the reaction product. The product is: [Br:13][C:14]1[C:15]([C:26]2[S:28][CH:3]=[C:4]([CH2:5][C:6]3[CH:11]=[CH:10][N:9]=[CH:8][CH:7]=3)[N:27]=2)=[CH:16][C:17]([NH:20][C:21]([NH:23][CH2:24][CH3:25])=[O:22])=[N:18][CH:19]=1. (4) The product is: [F:31][C:26]1[CH:25]=[C:24]([C:19](=[O:35])[C:20]([F:23])([F:22])[F:21])[CH:29]=[C:28]([F:30])[CH:27]=1. Given the reactants Cl.N[C@H]([C@H:19]([C:24]1[CH:29]=[C:28]([F:30])[CH:27]=[C:26]([F:31])[CH:25]=1)[C:20]([F:23])([F:22])[F:21])C(N1[C@@H](CC2C=CC=CC=2)COC1=O)=O.FC(F)(F)C(N1CCOCC1)=[O:35].BrC1C=C(F)C=C(F)C=1, predict the reaction product. (5) Given the reactants [C:1]([C:4]1[N:5]=[CH:6][C:7]([NH:27][C@@H:28]2[CH2:32][CH2:31][N:30]([C:33]([O:35][C:36]([CH3:39])([CH3:38])[CH3:37])=[O:34])[CH2:29]2)=[N:8][C:9]=1[NH:10][C:11]1[CH:16]=[CH:15][C:14]([N:17]2[CH2:26][CH2:25][C:20]3([O:24][CH2:23][CH2:22][O:21]3)[CH2:19][CH2:18]2)=[CH:13][CH:12]=1)(=[O:3])[NH2:2].[Br:40]N1C(=O)CCC1=O, predict the reaction product. The product is: [Br:40][C:6]1[C:7]([NH:27][C@@H:28]2[CH2:32][CH2:31][N:30]([C:33]([O:35][C:36]([CH3:39])([CH3:38])[CH3:37])=[O:34])[CH2:29]2)=[N:8][C:9]([NH:10][C:11]2[CH:16]=[CH:15][C:14]([N:17]3[CH2:18][CH2:19][C:20]4([O:21][CH2:22][CH2:23][O:24]4)[CH2:25][CH2:26]3)=[CH:13][CH:12]=2)=[C:4]([C:1](=[O:3])[NH2:2])[N:5]=1. (6) Given the reactants CC1C=C(C(O)=O)C=CC=1C1C=CC=CC=1C(F)(F)F.Br[C:22]1[CH:27]=[CH:26][C:25]([C:28]2[O:32][N:31]=[C:30]([C:33]3[CH:42]=[CH:41][C:36]([C:37]([O:39][CH3:40])=[O:38])=[C:35]([F:43])[CH:34]=3)[N:29]=2)=[CH:24][C:23]=1[CH2:44][O:45][CH3:46].[CH3:47][O:48][C:49]1[CH:54]=[CH:53][CH:52]=[CH:51][C:50]=1B1OC(C)(C)C(C)(C)O1, predict the reaction product. The product is: [F:43][C:35]1[CH:34]=[C:33]([C:30]2[N:29]=[C:28]([C:25]3[CH:26]=[CH:27][C:22]([C:50]4[CH:51]=[CH:52][CH:53]=[CH:54][C:49]=4[O:48][CH3:47])=[C:23]([CH2:44][O:45][CH3:46])[CH:24]=3)[O:32][N:31]=2)[CH:42]=[CH:41][C:36]=1[C:37]([O:39][CH3:40])=[O:38]. (7) Given the reactants Cl.Cl.[N:3]1[CH:8]=[CH:7][CH:6]=[CH:5][C:4]=1[CH2:9][NH:10][CH2:11][C:12]([O:14][CH3:15])=[O:13].[Br:16][C:17]1[CH:22]=[C:21]([CH3:23])[C:20]([CH2:24][C:25](O)=[O:26])=[C:19]([CH3:28])[CH:18]=1.C(N(CC)CC)C, predict the reaction product. The product is: [Br:16][C:17]1[CH:18]=[C:19]([CH3:28])[C:20]([CH2:24][C:25]([N:10]([CH2:9][C:4]2[CH:5]=[CH:6][CH:7]=[CH:8][N:3]=2)[CH2:11][C:12]([O:14][CH3:15])=[O:13])=[O:26])=[C:21]([CH3:23])[CH:22]=1.